From a dataset of Reaction yield outcomes from USPTO patents with 853,638 reactions. Predict the reaction yield, written as a fraction of the theoretical maximum amount of product (1.0 means a 100% yield; for example, 0.34 means a 34% yield). The reactants are Cl[C:2]1[N:7]=[CH:6][C:5]([NH:8][CH3:9])=[C:4]([C:10]2[CH:15]=[CH:14][CH:13]=[CH:12][C:11]=2[CH3:16])[CH:3]=1.CC(C)([O-])C.[Na+].C1C=CC(P(C2C(C3C(P(C4C=CC=CC=4)C4C=CC=CC=4)=CC=C4C=3C=CC=C4)=C3C(C=CC=C3)=CC=2)C2C=CC=CC=2)=CC=1.[CH3:69][O:70][CH2:71][CH2:72][NH:73][CH3:74]. The catalyst is C1(C)C=CC=CC=1.C([O-])(=O)C.[Pd+2].C([O-])(=O)C. The product is [CH3:69][O:70][CH2:71][CH2:72][N:73]([CH3:74])[C:2]1[CH:3]=[C:4]([C:10]2[CH:15]=[CH:14][CH:13]=[CH:12][C:11]=2[CH3:16])[C:5]([NH:8][CH3:9])=[CH:6][N:7]=1. The yield is 0.490.